From a dataset of Full USPTO retrosynthesis dataset with 1.9M reactions from patents (1976-2016). Predict the reactants needed to synthesize the given product. (1) The reactants are: [NH2:1][C:2]1[C:3]([C:9]([C:11]2[CH:16]=[CH:15][N:14]=[C:13]3[NH:17][CH:18]=[CH:19][C:12]=23)=[O:10])=[N:4][CH:5]=[C:6]([Cl:8])[CH:7]=1.[Cl:20][C:21]1[CH:26]=[CH:25][C:24]([S:27](Cl)(=[O:29])=[O:28])=[CH:23][C:22]=1[CH:31]([CH3:33])[CH3:32].CO.[OH-].[Na+]. Given the product [Cl:20][C:21]1[CH:26]=[CH:25][C:24]([S:27]([NH:1][C:2]2[C:3]([C:9]([C:11]3[C:12]4[CH:19]=[CH:18][NH:17][C:13]=4[N:14]=[CH:15][CH:16]=3)=[O:10])=[N:4][CH:5]=[C:6]([Cl:8])[CH:7]=2)(=[O:29])=[O:28])=[CH:23][C:22]=1[CH:31]([CH3:33])[CH3:32], predict the reactants needed to synthesize it. (2) Given the product [CH3:51][N:48]1[CH2:49][CH2:50][CH:45]([CH:37]([NH:36][C:28]2[CH:29]=[C:30]3[C:25](=[CH:26][CH:27]=2)[S:24][C:23]2[C:22]([C:20]4[NH:21][C:16](=[O:15])[CH:17]=[C:18]([N:52]5[CH2:53][CH2:54][O:55][CH2:56][CH2:57]5)[CH:19]=4)=[CH:35][CH:34]=[CH:33][C:32]=2[S:31]3)[C:38]2[CH:43]=[CH:42][C:41]([CH3:44])=[CH:40][N:39]=2)[CH2:46][CH2:47]1, predict the reactants needed to synthesize it. The reactants are: FC(F)(F)C(O)=O.COC1C=CC(C[O:15][C:16]2[N:21]=[C:20]([C:22]3[CH:35]=[CH:34][CH:33]=[C:32]4[C:23]=3[S:24][C:25]3[CH:26]=[CH:27][C:28]([NH:36][CH:37]([CH:45]5[CH2:50][CH2:49][N:48]([CH3:51])[CH2:47][CH2:46]5)[C:38]5[CH:43]=[CH:42][C:41]([CH3:44])=[CH:40][N:39]=5)=[CH:29][C:30]=3[S:31]4)[CH:19]=[C:18]([N:52]3[CH2:57][CH2:56][O:55][CH2:54][CH2:53]3)[CH:17]=2)=CC=1.C(=O)([O-])O.[Na+]. (3) Given the product [N:12]1([NH:11][C:10](=[O:13])[O:14][C:15]([CH3:18])([CH3:17])[CH3:16])[CH:3]=[CH:7][CH:6]=[CH:5]1, predict the reactants needed to synthesize it. The reactants are: CO[CH:3]1[CH2:7][CH2:6][CH:5](OC)O1.[C:10]([O:14][C:15]([CH3:18])([CH3:17])[CH3:16])(=[O:13])[NH:11][NH2:12].C(=O)([O-])[O-].[Na+].[Na+]. (4) Given the product [C:1]([NH:5][S:6]([C:9]1[C:10]([CH:24]([F:25])[F:26])=[N:11][CH:12]=[C:13]([C:31]2[N:30]3[CH:35]=[CH:36][C:37]([C:38]4[CH:43]=[CH:42][CH:41]=[CH:40][CH:39]=4)=[C:29]3[C:28]([Cl:27])=[N:33][N:32]=2)[CH:14]=1)(=[O:7])=[O:8])([CH3:2])([CH3:3])[CH3:4], predict the reactants needed to synthesize it. The reactants are: [C:1]([NH:5][S:6]([C:9]1[C:10]([CH:24]([F:26])[F:25])=[N:11][CH:12]=[C:13](B2OC(C)(C)C(C)(C)O2)[CH:14]=1)(=[O:8])=[O:7])([CH3:4])([CH3:3])[CH3:2].[Cl:27][C:28]1[C:29]2[N:30]([CH:35]=[CH:36][C:37]=2[C:38]2[CH:43]=[CH:42][CH:41]=[CH:40][CH:39]=2)[C:31](Cl)=[N:32][N:33]=1.[O-]P([O-])([O-])=O.[K+].[K+].[K+].F[B-](F)(F)F.C1([PH+](C2CCCCC2)C2CCCCC2)CCCCC1. (5) Given the product [OH:1][B:2]1[C:6]2[CH:7]=[C:8]([NH:11][S:12]([C:15]3[CH:20]=[CH:19][C:18]([OH:21])=[CH:17][N:16]=3)(=[O:14])=[O:13])[CH:9]=[CH:10][C:5]=2[CH2:4][O:3]1, predict the reactants needed to synthesize it. The reactants are: [OH:1][B:2]1[C:6]2[CH:7]=[C:8]([NH:11][S:12]([C:15]3[CH:20]=[CH:19][C:18]([O:21]C)=[CH:17][N:16]=3)(=[O:14])=[O:13])[CH:9]=[CH:10][C:5]=2[CH2:4][O:3]1.B(Br)(Br)Br. (6) The reactants are: Cl.C(OC([N:9]1[CH2:14][CH2:13][N:12]([C:15]2[N:20]([CH3:21])[C:19](=[O:22])[CH:18]=[C:17]([C:23]3[CH:28]=[CH:27][N:26]=[CH:25][CH:24]=3)[N:16]=2)[CH2:11][CH:10]1[C:29]1[CH:34]=[CH:33][C:32]([Cl:35])=[CH:31][CH:30]=1)=O)(C)(C)C. Given the product [ClH:35].[Cl:35][C:32]1[CH:31]=[CH:30][C:29]([CH:10]2[CH2:11][N:12]([C:15]3[N:20]([CH3:21])[C:19](=[O:22])[CH:18]=[C:17]([C:23]4[CH:24]=[CH:25][N:26]=[CH:27][CH:28]=4)[N:16]=3)[CH2:13][CH2:14][NH:9]2)=[CH:34][CH:33]=1, predict the reactants needed to synthesize it.